Dataset: NCI-60 drug combinations with 297,098 pairs across 59 cell lines. Task: Regression. Given two drug SMILES strings and cell line genomic features, predict the synergy score measuring deviation from expected non-interaction effect. (1) Drug 1: C1CC(=O)NC(=O)C1N2CC3=C(C2=O)C=CC=C3N. Synergy scores: CSS=-5.81, Synergy_ZIP=-2.35, Synergy_Bliss=-11.5, Synergy_Loewe=-6.75, Synergy_HSA=-9.58. Cell line: COLO 205. Drug 2: CN(C(=O)NC(C=O)C(C(C(CO)O)O)O)N=O. (2) Drug 1: CCC1(CC2CC(C3=C(CCN(C2)C1)C4=CC=CC=C4N3)(C5=C(C=C6C(=C5)C78CCN9C7C(C=CC9)(C(C(C8N6C)(C(=O)OC)O)OC(=O)C)CC)OC)C(=O)OC)O.OS(=O)(=O)O. Drug 2: N.N.Cl[Pt+2]Cl. Cell line: SK-MEL-28. Synergy scores: CSS=26.5, Synergy_ZIP=-9.97, Synergy_Bliss=-7.54, Synergy_Loewe=-5.92, Synergy_HSA=-6.08.